This data is from Cav3 T-type calcium channel HTS with 100,875 compounds. The task is: Binary Classification. Given a drug SMILES string, predict its activity (active/inactive) in a high-throughput screening assay against a specified biological target. (1) The molecule is O(c1cc2nc(NC3=NC(C=C(N3)C)(C)C)nc(c2cc1)C)CC. The result is 0 (inactive). (2) The result is 0 (inactive). The compound is Oc1cc(cc(O)c1O)C(OC)=O. (3) The drug is Clc1ccc(n2ncc3c2ncn(c3=O)CC(OCC)=O)cc1. The result is 0 (inactive). (4) The result is 0 (inactive). The molecule is OC12C(N(C(C1)C(OC)=O)CC(c1ccccc1)c1ccccc1)CC(O)C(O)C2O. (5) The compound is Brc1ccc(CC(=O)Nc2sc(nn2)CCOCC)cc1. The result is 0 (inactive). (6) The molecule is S(c1n2c(cc(nc2nn1)C)C)CC. The result is 0 (inactive).